Dataset: Full USPTO retrosynthesis dataset with 1.9M reactions from patents (1976-2016). Task: Predict the reactants needed to synthesize the given product. (1) The reactants are: [CH2:1]([O:3][C:4]1[N:8]([C:9]2[C:17]3[O:16][CH2:15][C@@H:14]([NH:18][C:19]4[CH:31]=[CH:30][C:22]5[C@H:23]([CH2:26][C:27]([OH:29])=[O:28])[CH2:24][O:25][C:21]=5[CH:20]=4)[C:13]=3[CH:12]=[CH:11][CH:10]=2)[C:7]2[CH:32]=[C:33]([F:37])[CH:34]=[C:35]([F:36])[C:6]=2[N:5]=1)[CH3:2].[OH-].[Na+:39]. Given the product [CH2:1]([O:3][C:4]1[N:8]([C:9]2[C:17]3[O:16][CH2:15][C@@H:14]([NH:18][C:19]4[CH:31]=[CH:30][C:22]5[C@H:23]([CH2:26][C:27]([O-:29])=[O:28])[CH2:24][O:25][C:21]=5[CH:20]=4)[C:13]=3[CH:12]=[CH:11][CH:10]=2)[C:7]2[CH:32]=[C:33]([F:37])[CH:34]=[C:35]([F:36])[C:6]=2[N:5]=1)[CH3:2].[Na+:39], predict the reactants needed to synthesize it. (2) Given the product [O:6]1[CH2:5][CH2:4][CH2:3][CH2:2][CH:1]1[O:7][CH2:13][CH2:12][CH2:11][CH2:10][CH2:9][OH:8], predict the reactants needed to synthesize it. The reactants are: [CH2:1]([OH:7])[CH2:2][CH2:3][CH2:4][CH2:5][OH:6].[O:8]1[CH:13]=[CH:12][CH2:11][CH2:10][CH2:9]1. (3) Given the product [Cl:6][C:7]1[CH:12]=[CH:11][C:10]([O:5][CH3:4])=[CH:9][C:8]=1[F:14], predict the reactants needed to synthesize it. The reactants are: CN([CH:4]=[O:5])C.[Cl:6][C:7]1[CH:12]=[CH:11][C:10](O)=[CH:9][C:8]=1[F:14].C([O-])([O-])=O.[K+].[K+].CI.